Dataset: Forward reaction prediction with 1.9M reactions from USPTO patents (1976-2016). Task: Predict the product of the given reaction. (1) Given the reactants F[C:2]1[CH:3]=[C:4]([CH:18]=[CH:19][C:20]=1[N+:21]([O-:23])=[O:22])[C:5]([N:7]([CH2:13][CH2:14][CH:15]([CH3:17])[CH3:16])[CH2:8][CH2:9][CH:10]([CH3:12])[CH3:11])=[O:6].[NH2:24][CH2:25][CH2:26][CH2:27][N:28]1[CH2:33][CH2:32][CH2:31][CH2:30][CH2:29]1.C(=O)([O-])[O-].[K+].[K+], predict the reaction product. The product is: [CH3:11][CH:10]([CH3:12])[CH2:9][CH2:8][N:7]([CH2:13][CH2:14][CH:15]([CH3:17])[CH3:16])[C:5](=[O:6])[C:4]1[CH:18]=[CH:19][C:20]([N+:21]([O-:23])=[O:22])=[C:2]([NH:24][CH2:25][CH2:26][CH2:27][N:28]2[CH2:33][CH2:32][CH2:31][CH2:30][CH2:29]2)[CH:3]=1. (2) Given the reactants [C:1]([N:8]1[CH2:13][CH2:12][C:11](=[O:14])[CH2:10][CH2:9]1)([O:3][C:4]([CH3:7])([CH3:6])[CH3:5])=[O:2].[I-].[CH3:16][S+](C)(C)=O.CC(C)([O-])C.[K+], predict the reaction product. The product is: [O:14]1[C:11]2([CH2:12][CH2:13][N:8]([C:1]([O:3][C:4]([CH3:7])([CH3:6])[CH3:5])=[O:2])[CH2:9][CH2:10]2)[CH2:16]1. (3) Given the reactants C([C@@H]([C@H](C(O)=O)O)O)(O)=O.[CH:11]([O:14][C:15]([C@@H:17]([NH:19][P@@:20]([CH2:29][O:30][C@H:31]([CH3:43])[CH2:32][N:33]1[CH:41]=[N:40][C:39]2[C:34]1=[N:35][CH:36]=[N:37][C:38]=2[NH2:42])([O:22][C:23]1[CH:28]=[CH:27][CH:26]=[CH:25][CH:24]=1)=[O:21])[CH3:18])=[O:16])([CH3:13])[CH3:12].N, predict the reaction product. The product is: [CH:11]([O:14][C:15]([C@@H:17]([NH:19][P@@:20]([CH2:29][O:30][C@H:31]([CH3:43])[CH2:32][N:33]1[CH:41]=[N:40][C:39]2[C:34]1=[N:35][CH:36]=[N:37][C:38]=2[NH2:42])([O:22][C:23]1[CH:28]=[CH:27][CH:26]=[CH:25][CH:24]=1)=[O:21])[CH3:18])=[O:16])([CH3:12])[CH3:13]. (4) The product is: [CH3:19][N:18]([CH3:20])[C:16]([CH:15]1[CH2:14][NH:13][CH2:12][C:11]2[CH:10]=[CH:9][C:4]([C:5]([O:7][CH3:8])=[O:6])=[CH:3][C:2]=2[O:21]1)=[O:17]. Given the reactants Br[C:2]1[CH:3]=[C:4]([CH:9]=[CH:10][C:11]=1[CH2:12][NH:13][CH2:14][CH:15]([OH:21])[C:16]([N:18]([CH3:20])[CH3:19])=[O:17])[C:5]([O:7][CH3:8])=[O:6].C([O-])([O-])=O.[K+].[K+], predict the reaction product. (5) Given the reactants I[C:2]1[C:10]2[C:5](=[N:6][CH:7]=[C:8]([C:11]3[CH:16]=[CH:15][C:14]([C:17]4[CH2:18][CH2:19][N:20]([CH3:23])[CH2:21][CH:22]=4)=[CH:13][CH:12]=3)[CH:9]=2)[N:4]([S:24]([C:27]2[CH:33]=[CH:32][C:30]([CH3:31])=[CH:29][CH:28]=2)(=[O:26])=[O:25])[CH:3]=1.[F:34][C:35]1[CH:36]=[C:37]([CH:53]=[CH:54][CH:55]=1)[CH2:38][N:39]1[CH:43]=[C:42](B2OC(C)(C)C(C)(C)O2)[CH:41]=[N:40]1.C(=O)([O-])[O-].[Na+].[Na+], predict the reaction product. The product is: [F:34][C:35]1[CH:36]=[C:37]([CH:53]=[CH:54][CH:55]=1)[CH2:38][N:39]1[CH:43]=[C:42]([C:2]2[C:10]3[C:5](=[N:6][CH:7]=[C:8]([C:11]4[CH:12]=[CH:13][C:14]([C:17]5[CH2:18][CH2:19][N:20]([CH3:23])[CH2:21][CH:22]=5)=[CH:15][CH:16]=4)[CH:9]=3)[N:4]([S:24]([C:27]3[CH:28]=[CH:29][C:30]([CH3:31])=[CH:32][CH:33]=3)(=[O:26])=[O:25])[CH:3]=2)[CH:41]=[N:40]1. (6) Given the reactants Br[C:2]1[N:6]([S:7]([C:10]2[CH:11]=[N:12][CH:13]=[CH:14][CH:15]=2)(=[O:9])=[O:8])[C:5]([CH3:16])=[C:4]([C:17]([O:19][CH2:20][CH3:21])=[O:18])[CH:3]=1.[C:22]1(B(O)O)[CH:27]=[CH:26][CH:25]=[CH:24][CH:23]=1.C(=O)([O-])[O-].[Na+].[Na+].O, predict the reaction product. The product is: [CH3:16][C:5]1[N:6]([S:7]([C:10]2[CH:11]=[N:12][CH:13]=[CH:14][CH:15]=2)(=[O:9])=[O:8])[C:2]([C:22]2[CH:27]=[CH:26][CH:25]=[CH:24][CH:23]=2)=[CH:3][C:4]=1[C:17]([O:19][CH2:20][CH3:21])=[O:18]. (7) Given the reactants [N:1]1([CH2:7][C:8]2[N:13]=[C:12]([C:14]([OH:16])=O)[CH:11]=[CH:10][CH:9]=2)[CH2:6][CH2:5][O:4][CH2:3][CH2:2]1.F[P-](F)(F)(F)(F)F.N1(OC(N(C)C)=[N+](C)C)C2N=CC=CC=2N=N1.CCN(C(C)C)C(C)C.[NH:50]1[C:58]2[C:53](=[C:54]([C:59]3[CH:60]=[C:61]([NH2:74])[C:62]4[C:66]([CH:67]=3)=[N:65][N:64](C3CCCCO3)[CH:63]=4)[CH:55]=[CH:56][CH:57]=2)[CH:52]=[CH:51]1.C(=O)(O)[O-].[Na+], predict the reaction product. The product is: [NH:50]1[C:58]2[C:53](=[C:54]([C:59]3[CH:67]=[C:66]4[C:62]([CH:63]=[N:64][NH:65]4)=[C:61]([NH:74][C:14]([C:12]4[CH:11]=[CH:10][CH:9]=[C:8]([CH2:7][N:1]5[CH2:2][CH2:3][O:4][CH2:5][CH2:6]5)[N:13]=4)=[O:16])[CH:60]=3)[CH:55]=[CH:56][CH:57]=2)[CH:52]=[CH:51]1. (8) Given the reactants [CH:1]([O:4][C:5]1[CH:16]=[CH:15][C:8]([O:9][C:10]2[S:11][CH:12]=[CH:13][N:14]=2)=[CH:7][CH:6]=1)([CH3:3])[CH3:2].C([Li])CCC.CCCCCC.[I:28]I.S([O-])([O-])(=O)=S.[Na+].[Na+], predict the reaction product. The product is: [I:28][C:12]1[S:11][C:10]([O:9][C:8]2[CH:15]=[CH:16][C:5]([O:4][CH:1]([CH3:3])[CH3:2])=[CH:6][CH:7]=2)=[N:14][CH:13]=1.